Predict the reactants needed to synthesize the given product. From a dataset of Full USPTO retrosynthesis dataset with 1.9M reactions from patents (1976-2016). The reactants are: Br[C:2]1[CH:3]=[C:4]([CH:21]=[CH:22][CH:23]=1)[C:5]([N:7]1[C:13]2[CH:14]=[CH:15][CH:16]=[CH:17][C:12]=2[CH2:11][N:10]2[CH:18]=[CH:19][CH:20]=[C:9]2[CH2:8]1)=[O:6].[C:24]1([CH3:33])[CH:29]=[CH:28][CH:27]=[CH:26][C:25]=1B(O)O.C(=O)([O-])[O-].[K+].[K+]. Given the product [CH3:33][C:24]1[CH:29]=[CH:28][CH:27]=[CH:26][C:25]=1[C:2]1[CH:23]=[CH:22][CH:21]=[C:4]([C:5]([N:7]2[C:13]3[CH:14]=[CH:15][CH:16]=[CH:17][C:12]=3[CH2:11][N:10]3[CH:18]=[CH:19][CH:20]=[C:9]3[CH2:8]2)=[O:6])[CH:3]=1, predict the reactants needed to synthesize it.